From a dataset of Forward reaction prediction with 1.9M reactions from USPTO patents (1976-2016). Predict the product of the given reaction. (1) Given the reactants [Cl:1][C:2]1[CH:3]=[CH:4][C:5]([C:28]([F:31])([F:30])[F:29])=[C:6]([CH:27]=1)[CH2:7][N:8]1[CH2:13][CH2:12][NH:11][C:10]2[N:14]=[CH:15][C:16]([C:18]3[CH:26]=[CH:25][C:21]([C:22](O)=[O:23])=[CH:20][CH:19]=3)=[CH:17][C:9]1=2.[NH:32]1[C:40]2[C:35](=[CH:36][CH:37]=[CH:38][CH:39]=2)[C:34]([CH:41]2[CH2:46][CH2:45][NH:44][CH2:43][CH2:42]2)=[CH:33]1, predict the reaction product. The product is: [Cl:1][C:2]1[CH:3]=[CH:4][C:5]([C:28]([F:30])([F:29])[F:31])=[C:6]([CH:27]=1)[CH2:7][N:8]1[CH2:13][CH2:12][NH:11][C:10]2[N:14]=[CH:15][C:16]([C:18]3[CH:19]=[CH:20][C:21]([C:22]([N:44]4[CH2:45][CH2:46][CH:41]([C:34]5[C:35]6[C:40](=[CH:39][CH:38]=[CH:37][CH:36]=6)[NH:32][CH:33]=5)[CH2:42][CH2:43]4)=[O:23])=[CH:25][CH:26]=3)=[CH:17][C:9]1=2. (2) Given the reactants [C:1]12([C:11]3[CH:12]=[C:13]([C:25]4[N:30]=[CH:29][C:28]([CH:31]=[O:32])=[CH:27][CH:26]=4)[CH:14]=[CH:15][C:16]=3[O:17][Si](C(C)(C)C)(C)C)[CH2:10][CH:5]3[CH2:6][CH:7]([CH2:9][CH:3]([CH2:4]3)[CH2:2]1)[CH2:8]2.[F-].C([N+](CCCC)(CCCC)CCCC)CCC, predict the reaction product. The product is: [C:1]12([C:11]3[CH:12]=[C:13]([C:25]4[N:30]=[CH:29][C:28]([CH:31]=[O:32])=[CH:27][CH:26]=4)[CH:14]=[CH:15][C:16]=3[OH:17])[CH2:2][CH:3]3[CH2:9][CH:7]([CH2:6][CH:5]([CH2:4]3)[CH2:10]1)[CH2:8]2.